This data is from TCR-epitope binding with 47,182 pairs between 192 epitopes and 23,139 TCRs. The task is: Binary Classification. Given a T-cell receptor sequence (or CDR3 region) and an epitope sequence, predict whether binding occurs between them. (1) The epitope is LLFGYPVYV. The TCR CDR3 sequence is CASSASSVQLLGDTQYF. Result: 0 (the TCR does not bind to the epitope). (2) The epitope is IVTDFSVIK. The TCR CDR3 sequence is CASSQDASGTYEQYF. Result: 0 (the TCR does not bind to the epitope). (3) The epitope is TFYLTNDVSFL. The TCR CDR3 sequence is CASSFALSYNEQFF. Result: 0 (the TCR does not bind to the epitope). (4) The epitope is EILDITPCSF. The TCR CDR3 sequence is CASSLGLRSEQYF. Result: 0 (the TCR does not bind to the epitope). (5) The epitope is VLWAHGFEL. The TCR CDR3 sequence is CASSLDRDGYGYTF. Result: 1 (the TCR binds to the epitope). (6) The epitope is FLNGSCGSV. The TCR CDR3 sequence is CSASPGRGNTEAFF. Result: 1 (the TCR binds to the epitope). (7) The epitope is KRWIIMGLNK. The TCR CDR3 sequence is CASREGQGGTEAFF. Result: 1 (the TCR binds to the epitope). (8) The epitope is IVTDFSVIK. The TCR CDR3 sequence is CATIPTGSTDTQYF. Result: 1 (the TCR binds to the epitope).